From a dataset of Forward reaction prediction with 1.9M reactions from USPTO patents (1976-2016). Predict the product of the given reaction. (1) The product is: [F:20][C:17]([F:18])([F:19])[CH2:16][N:13]1[CH2:12][CH2:11][C:10]2[C:15](=[C:6]([CH2:5][OH:4])[CH:7]=[CH:8][CH:9]=2)[CH2:14]1. Given the reactants C([O:4][CH2:5][C:6]1[CH:7]=[CH:8][CH:9]=[C:10]2[C:15]=1[CH2:14][N:13]([CH2:16][C:17]([F:20])([F:19])[F:18])[CH2:12][CH2:11]2)(=O)C.CO.C([O-])([O-])=O.[K+].[K+], predict the reaction product. (2) Given the reactants [NH2:1][C:2]1[N:3]=[C:4](O)[C:5]2[CH:10]=[CH:9][NH:8][C:6]=2[N:7]=1.CN(C)C1C=CC=CC=1.O=P(Cl)(Cl)[Cl:23], predict the reaction product. The product is: [Cl:23][C:4]1[C:5]2[CH:10]=[CH:9][NH:8][C:6]=2[N:7]=[C:2]([NH2:1])[N:3]=1. (3) Given the reactants Br[CH2:2][C:3]([O:5][CH2:6][CH3:7])=[O:4].[Br:8][C:9]1[CH:14]=[CH:13][C:12]([NH:15]/[N:16]=[C:17](\[C:21]#[N:22])/[C:18]([NH2:20])=[O:19])=[C:11]([CH2:23][CH3:24])[CH:10]=1.C(=O)([O-])[O-].[K+].[K+].C(N(CC)CC)C, predict the reaction product. The product is: [NH2:22][C:21]1[C:17]([C:18]([NH2:20])=[O:19])=[N:16][N:15]([C:12]2[CH:13]=[CH:14][C:9]([Br:8])=[CH:10][C:11]=2[CH2:23][CH3:24])[C:2]=1[C:3]([O:5][CH2:6][CH3:7])=[O:4].